From a dataset of Catalyst prediction with 721,799 reactions and 888 catalyst types from USPTO. Predict which catalyst facilitates the given reaction. (1) Reactant: [CH3:1][O:2][C:3](=[O:12])[C:4]1[CH:9]=[CH:8][C:7]([Br:10])=[C:6]([OH:11])[CH:5]=1.C(=O)([O-])[O-].[K+].[K+].[CH2:19](Br)[CH:20]([CH3:22])[CH3:21]. Product: [CH3:1][O:2][C:3](=[O:12])[C:4]1[CH:9]=[CH:8][C:7]([Br:10])=[C:6]([O:11][CH2:19][CH:20]([CH3:22])[CH3:21])[CH:5]=1. The catalyst class is: 9. (2) Reactant: [C:1]([C:3]1[CH:22]=[CH:21][C:6]([C:7]([N:9]2[CH2:20][CH2:19][C:12]3([NH:16][C:15](=[O:17])[NH:14][C:13]3=[O:18])[CH2:11][CH2:10]2)=[O:8])=[CH:5][CH:4]=1)#[N:2].Cl[CH2:24][CH2:25][CH2:26][C:27]([O:29][C:30]([CH3:33])([CH3:32])[CH3:31])=[O:28].C(=O)([O-])[O-].[K+].[K+].[I-].[K+]. Product: [C:1]([C:3]1[CH:4]=[CH:5][C:6]([C:7]([N:9]2[CH2:20][CH2:19][C:12]3([NH:16][C:15](=[O:17])[N:14]([CH2:24][CH2:25][CH2:26][C:27]([O:29][C:30]([CH3:33])([CH3:32])[CH3:31])=[O:28])[C:13]3=[O:18])[CH2:11][CH2:10]2)=[O:8])=[CH:21][CH:22]=1)#[N:2]. The catalyst class is: 3. (3) Reactant: C([N:8]1[CH2:12][CH:11]([CH3:13])[CH:10]([C:14]2[NH:19][C:18](=[O:20])[C:17]3=[CH:21][N:22]=[C:23]([C:24]4[CH2:25][CH2:26][O:27][CH2:28][CH:29]=4)[N:16]3[N:15]=2)[CH2:9]1)C1C=CC=CC=1.[C:38](O[C:38]([O:40][C:41]([CH3:44])([CH3:43])[CH3:42])=[O:39])([O:40][C:41]([CH3:44])([CH3:43])[CH3:42])=[O:39].C([O-])(=O)C.[K+].[H][H]. Product: [C:41]([O:40][C:38]([N:8]1[CH2:9][CH:10]([C:14]2[NH:19][C:18](=[O:20])[C:17]3=[CH:21][N:22]=[C:23]([CH:24]4[CH2:25][CH2:26][O:27][CH2:28][CH2:29]4)[N:16]3[N:15]=2)[CH:11]([CH3:13])[CH2:12]1)=[O:39])([CH3:42])([CH3:43])[CH3:44]. The catalyst class is: 43.